This data is from Reaction yield outcomes from USPTO patents with 853,638 reactions. The task is: Predict the reaction yield, written as a fraction of the theoretical maximum amount of product (1.0 means a 100% yield; for example, 0.34 means a 34% yield). (1) The reactants are Cl[C:2]1[C:7]([CH:8]=[O:9])=[C:6]([NH:10][C:11]2[CH:16]=[CH:15][CH:14]=[CH:13][CH:12]=2)[N:5]=[C:4]([S:17][CH3:18])[N:3]=1.C([O-])([O-])=O.[K+].[K+].[C:25]1(B(O)O)[CH:30]=[CH:29][CH:28]=[CH:27][CH:26]=1. The catalyst is O1CCOCC1.O.[Pd].C1(P(C2C=CC=CC=2)C2C=CC=CC=2)C=CC=CC=1.C1(P(C2C=CC=CC=2)C2C=CC=CC=2)C=CC=CC=1.C1(P(C2C=CC=CC=2)C2C=CC=CC=2)C=CC=CC=1.C1(P(C2C=CC=CC=2)C2C=CC=CC=2)C=CC=CC=1. The product is [CH3:18][S:17][C:4]1[N:3]=[C:2]([C:25]2[CH:30]=[CH:29][CH:28]=[CH:27][CH:26]=2)[C:7]([CH:8]=[O:9])=[C:6]([NH:10][C:11]2[CH:16]=[CH:15][CH:14]=[CH:13][CH:12]=2)[N:5]=1. The yield is 0.700. (2) The reactants are C(OC(=O)[NH:7][C@H:8]([C:10]1[N:14]([CH2:15][CH2:16][O:17][CH3:18])[C:13]2[C:19]([C:24]3[CH:29]=[CH:28][CH:27]=[CH:26][N:25]=3)=[C:20]([F:23])[CH:21]=[CH:22][C:12]=2[N:11]=1)[CH3:9])(C)(C)C. The catalyst is C(O)(C(F)(F)F)=O.C(Cl)Cl. The product is [F:23][C:20]1[CH:21]=[CH:22][C:12]2[N:11]=[C:10]([C@@H:8]([NH2:7])[CH3:9])[N:14]([CH2:15][CH2:16][O:17][CH3:18])[C:13]=2[C:19]=1[C:24]1[CH:29]=[CH:28][CH:27]=[CH:26][N:25]=1. The yield is 0.990. (3) The reactants are [Cl:1][C:2]1[CH:3]=[C:4]([C@H:8]2[O:10][C@@H:9]2[CH2:11][OH:12])[CH:5]=[CH:6][CH:7]=1.[NH:13]1[C:21]2[C:16](=[CH:17][CH:18]=[CH:19][CH:20]=2)[CH2:15][CH2:14]1. No catalyst specified. The product is [Cl:1][C:2]1[CH:3]=[C:4]([C@H:8]([N:13]2[C:21]3[C:16](=[CH:17][CH:18]=[CH:19][CH:20]=3)[CH2:15][CH2:14]2)[C@H:9]([OH:10])[CH2:11][OH:12])[CH:5]=[CH:6][CH:7]=1. The yield is 0.730.